Regression. Given two drug SMILES strings and cell line genomic features, predict the synergy score measuring deviation from expected non-interaction effect. From a dataset of NCI-60 drug combinations with 297,098 pairs across 59 cell lines. (1) Drug 1: CS(=O)(=O)CCNCC1=CC=C(O1)C2=CC3=C(C=C2)N=CN=C3NC4=CC(=C(C=C4)OCC5=CC(=CC=C5)F)Cl. Drug 2: COC1=C2C(=CC3=C1OC=C3)C=CC(=O)O2. Cell line: 786-0. Synergy scores: CSS=5.64, Synergy_ZIP=-2.34, Synergy_Bliss=1.06, Synergy_Loewe=-5.30, Synergy_HSA=0.175. (2) Synergy scores: CSS=66.3, Synergy_ZIP=2.11, Synergy_Bliss=3.56, Synergy_Loewe=-1.38, Synergy_HSA=5.36. Drug 1: C1=CC(=C2C(=C1NCCNCCO)C(=O)C3=C(C=CC(=C3C2=O)O)O)NCCNCCO. Cell line: DU-145. Drug 2: CC1=C(N=C(N=C1N)C(CC(=O)N)NCC(C(=O)N)N)C(=O)NC(C(C2=CN=CN2)OC3C(C(C(C(O3)CO)O)O)OC4C(C(C(C(O4)CO)O)OC(=O)N)O)C(=O)NC(C)C(C(C)C(=O)NC(C(C)O)C(=O)NCCC5=NC(=CS5)C6=NC(=CS6)C(=O)NCCC[S+](C)C)O.